From a dataset of Reaction yield outcomes from USPTO patents with 853,638 reactions. Predict the reaction yield, written as a fraction of the theoretical maximum amount of product (1.0 means a 100% yield; for example, 0.34 means a 34% yield). (1) The product is [OH:1][C@@:2]1([C:9]#[C:10][C:11]2[CH:12]=[C:13]([N:17]3[C:25]4[CH2:24][CH2:23][N:22]([C:26]5[N:31]=[CH:30][CH:29]=[CH:28][N:27]=5)[CH2:21][C:20]=4[C:19]([C:32]([NH2:37])=[O:34])=[N:18]3)[CH:14]=[CH:15][CH:16]=2)[CH2:6][CH2:5][N:4]([CH3:7])[C:3]1=[O:8]. No catalyst specified. The yield is 0.140. The reactants are [OH:1][C@@:2]1([C:9]#[C:10][C:11]2[CH:12]=[C:13]([N:17]3[C:25]4[CH2:24][CH2:23][N:22]([C:26]5[N:31]=[CH:30][CH:29]=[CH:28][N:27]=5)[CH2:21][C:20]=4[C:19]([C:32]([O:34]CC)=O)=[N:18]3)[CH:14]=[CH:15][CH:16]=2)[CH2:6][CH2:5][N:4]([CH3:7])[C:3]1=[O:8].[NH3:37]. (2) The reactants are Br[C:2]1[C:7]([NH2:8])=[CH:6][CH:5]=[C:4]([CH3:9])[N:3]=1.[CH2:10]([N:14]1[N:18]=[C:17]2[CH:19]=[CH:20][CH:21]=[CH:22][C:16]2=[N:15]1)[CH2:11][C:12]#[CH:13]. No catalyst specified. The product is [N:15]1[N:14]([CH2:10][CH2:11][C:12]#[C:13][C:2]2[C:7]([NH2:8])=[CH:6][CH:5]=[C:4]([CH3:9])[N:3]=2)[N:18]=[C:17]2[CH:19]=[CH:20][CH:21]=[CH:22][C:16]=12. The yield is 0.450.